Dataset: Catalyst prediction with 721,799 reactions and 888 catalyst types from USPTO. Task: Predict which catalyst facilitates the given reaction. Reactant: [CH:1]1([C:6]2[CH:11]=[C:10]([C:12]3[C:24]4[C:23]([CH3:25])=[C:22]([CH3:26])[S:21][C:20]=4[CH:19]=[C:18]4[C:13]=3[CH:14]=[CH:15][CH:16]=[CH:17]4)[CH:9]=[CH:8][C:7]=2[OH:27])[CH2:5][CH2:4][CH2:3][CH2:2]1.[C:28](OC(=O)C)(=[O:30])[CH3:29].Cl. Product: [CH:1]1([C:6]2[CH:11]=[C:10]([C:12]3[C:24]4[C:23]([CH3:25])=[C:22]([CH3:26])[S:21][C:20]=4[CH:19]=[C:18]4[C:13]=3[CH:14]=[CH:15][CH:16]=[CH:17]4)[CH:9]=[CH:8][C:7]=2[O:27][C:28](=[O:30])[CH3:29])[CH2:2][CH2:3][CH2:4][CH2:5]1. The catalyst class is: 17.